From a dataset of Full USPTO retrosynthesis dataset with 1.9M reactions from patents (1976-2016). Predict the reactants needed to synthesize the given product. Given the product [F:1][C:2]1[C:7]([F:8])=[CH:6][CH:5]=[CH:4][C:3]=1[C:9]1[N:17]=[C:12]2[CH:13]=[N:14][N:15]([CH2:19][C:20]3[O:24][N:23]=[C:22]([C:25]4[CH:30]=[CH:29][C:28]([C:31]([F:34])([F:33])[F:32])=[C:27]([F:35])[CH:26]=4)[CH:21]=3)[CH:16]=[C:11]2[N:10]=1, predict the reactants needed to synthesize it. The reactants are: [F:1][C:2]1[C:7]([F:8])=[CH:6][CH:5]=[CH:4][C:3]=1[C:9]1[N:17]=[C:12]2[CH:13]=[N:14][NH:15][CH:16]=[C:11]2[N:10]=1.Cl[CH2:19][C:20]1[O:24][N:23]=[C:22]([C:25]2[CH:30]=[CH:29][C:28]([C:31]([F:34])([F:33])[F:32])=[C:27]([F:35])[CH:26]=2)[CH:21]=1.